Dataset: Catalyst prediction with 721,799 reactions and 888 catalyst types from USPTO. Task: Predict which catalyst facilitates the given reaction. Reactant: [CH:1]1([N:5]2[CH2:10][CH2:9][N:8]([C:11](=[O:26])[CH2:12][N:13]3[CH2:22][CH2:21][C:20]4[C:15](=[CH:16][CH:17]=[C:18]([C:23](O)=[O:24])[CH:19]=4)[CH2:14]3)[CH2:7][CH2:6]2)[CH2:4][CH2:3][CH2:2]1.[NH:27]1[CH2:31][CH2:30][CH2:29][CH2:28]1.F[P-](F)(F)(F)(F)F.N1(O[P+](N(C)C)(N(C)C)N(C)C)C2C=CC=CC=2N=N1.O. Product: [CH:1]1([N:5]2[CH2:10][CH2:9][N:8]([C:11](=[O:26])[CH2:12][N:13]3[CH2:22][CH2:21][C:20]4[C:15](=[CH:16][CH:17]=[C:18]([C:23]([N:27]5[CH2:31][CH2:30][CH2:29][CH2:28]5)=[O:24])[CH:19]=4)[CH2:14]3)[CH2:7][CH2:6]2)[CH2:2][CH2:3][CH2:4]1. The catalyst class is: 2.